From a dataset of Catalyst prediction with 721,799 reactions and 888 catalyst types from USPTO. Predict which catalyst facilitates the given reaction. (1) Reactant: [C:1]1([CH3:11])[CH:6]=[CH:5][C:4]([S:7](Cl)(=[O:9])=[O:8])=[CH:3][CH:2]=1.Cl.CN(C)C.[CH2:17]([O:19][C:20]([C:22]1([CH2:37][OH:38])[CH2:26][CH2:25][N:24]([C:27](=[O:36])[C:28]2[CH:33]=[CH:32][C:31]([O:34][CH3:35])=[CH:30][CH:29]=2)[CH2:23]1)=[O:21])[CH3:18].C(N(CC)CC)C. Product: [CH2:17]([O:19][C:20]([C:22]1([CH2:37][O:38][S:7]([C:4]2[CH:5]=[CH:6][C:1]([CH3:11])=[CH:2][CH:3]=2)(=[O:9])=[O:8])[CH2:26][CH2:25][N:24]([C:27](=[O:36])[C:28]2[CH:29]=[CH:30][C:31]([O:34][CH3:35])=[CH:32][CH:33]=2)[CH2:23]1)=[O:21])[CH3:18]. The catalyst class is: 46. (2) Reactant: C(=O)([O-])[O-].[Cs+].[Cs+].CN1CCCC1=O.Cl[C:15]1[CH:22]=[CH:21][C:20]([N+:23]([O-:25])=[O:24])=[CH:19][C:16]=1[CH:17]=[O:18].[CH3:26][S:27]([C:30]1[N:35]=[CH:34][C:33]([OH:36])=[CH:32][CH:31]=1)(=[O:29])=[O:28]. Product: [CH3:26][S:27]([C:30]1[N:35]=[CH:34][C:33]([O:36][C:15]2[CH:22]=[CH:21][C:20]([N+:23]([O-:25])=[O:24])=[CH:19][C:16]=2[CH:17]=[O:18])=[CH:32][CH:31]=1)(=[O:29])=[O:28]. The catalyst class is: 6. (3) Product: [F:31][C:30]([F:33])([F:32])[C:28]([OH:34])=[O:29].[C:23]([NH:22][C:19]1[CH:20]=[CH:21][C:16]([C:15]([NH:14][C:9]2[CH:10]=[CH:11][CH:12]=[CH:13][C:8]=2[NH2:7])=[O:26])=[CH:17][CH:18]=1)(=[O:25])[CH3:24]. The catalyst class is: 2. Reactant: C(OC(=O)[NH:7][C:8]1[CH:13]=[CH:12][CH:11]=[CH:10][C:9]=1[NH:14][C:15](=[O:26])[C:16]1[CH:21]=[CH:20][C:19]([NH:22][C:23](=[O:25])[CH3:24])=[CH:18][CH:17]=1)(C)(C)C.[C:28]([OH:34])([C:30]([F:33])([F:32])[F:31])=[O:29]. (4) Reactant: [CH3:1][O:2][C:3](=[O:22])[CH2:4][C:5]1[C:6]([CH3:21])=[N:7][N:8]([CH2:11][C:12]2[CH:17]=[CH:16][C:15]([N+:18]([O-])=O)=[CH:14][CH:13]=2)[C:9]=1[CH3:10]. Product: [CH3:1][O:2][C:3](=[O:22])[CH2:4][C:5]1[C:6]([CH3:21])=[N:7][N:8]([CH2:11][C:12]2[CH:13]=[CH:14][C:15]([NH2:18])=[CH:16][CH:17]=2)[C:9]=1[CH3:10]. The catalyst class is: 19. (5) Reactant: [CH:1]([NH:4][C:5]([NH2:7])=[O:6])([CH3:3])[CH3:2].[C:8](OC)(=[O:14])[CH2:9][C:10](OC)=[O:11].C[O-].[Na+].Cl. Product: [CH:1]([N:4]1[C:10](=[O:11])[CH2:9][C:8](=[O:14])[NH:7][C:5]1=[O:6])([CH3:3])[CH3:2]. The catalyst class is: 5.